Dataset: Full USPTO retrosynthesis dataset with 1.9M reactions from patents (1976-2016). Task: Predict the reactants needed to synthesize the given product. Given the product [CH:1]1([NH:4][C:5]([C:7]2[N:8]=[N:9][N:10]([C:19]3[CH:20]=[CH:21][C:22]([C:25]([NH:27][CH2:28][CH3:29])=[O:26])=[CH:23][CH:24]=3)[C:11]=2/[CH:12]=[CH:13]/[C:14]2[N:18]([CH3:32])[CH:17]=[CH:16][N:15]=2)=[O:6])[CH2:2][CH2:3]1, predict the reactants needed to synthesize it. The reactants are: [CH:1]1([NH:4][C:5]([C:7]2[N:8]=[N:9][N:10]([C:19]3[CH:24]=[CH:23][C:22]([C:25]([NH:27][CH2:28][CH3:29])=[O:26])=[CH:21][CH:20]=3)[C:11]=2/[CH:12]=[CH:13]/[C:14]2[NH:15][CH:16]=[CH:17][N:18]=2)=[O:6])[CH2:3][CH2:2]1.CI.[C:32](=O)([O-])[O-].[K+].[K+].